From a dataset of Reaction yield outcomes from USPTO patents with 853,638 reactions. Predict the reaction yield, written as a fraction of the theoretical maximum amount of product (1.0 means a 100% yield; for example, 0.34 means a 34% yield). (1) The reactants are [CH2:1]([N:8]1[C:12]([NH2:13])=[CH:11][CH:10]=[N:9]1)[C:2]1[CH:7]=[CH:6][CH:5]=[CH:4][CH:3]=1.C([C:17]1[CH:22]=[CH:21][C:20]([O:23]B(O)O)=[CH:19][CH:18]=1)(C)C.N1C=C[CH:30]=[CH:29][CH:28]=1. The catalyst is O1CCCC1.C(OCC)(=O)C.C([O-])(=O)C.[Cu+2].C([O-])(=O)C. The yield is 0.260. The product is [CH2:1]([N:8]1[C:12]([NH:13][C:17]2[CH:18]=[CH:19][C:20]([O:23][CH:29]([CH3:30])[CH3:28])=[CH:21][CH:22]=2)=[CH:11][CH:10]=[N:9]1)[C:2]1[CH:3]=[CH:4][CH:5]=[CH:6][CH:7]=1. (2) The reactants are [Cl:1][C:2]1[CH:3]=[C:4]([NH:9][C:10]2[C:19]3[C:14](=[CH:15][N:16]=[C:17](F)[CH:18]=3)[N:13]=[CH:12][C:11]=2[C:21]#[N:22])[CH:5]=[CH:6][C:7]=1[F:8].[NH2:23][CH2:24][C@@H:25]([OH:27])[CH3:26]. The catalyst is C1COCC1. The product is [Cl:1][C:2]1[CH:3]=[C:4]([NH:9][C:10]2[C:19]3[C:14](=[CH:15][N:16]=[C:17]([NH:23][CH2:24][C@@H:25]([OH:27])[CH3:26])[CH:18]=3)[N:13]=[CH:12][C:11]=2[C:21]#[N:22])[CH:5]=[CH:6][C:7]=1[F:8]. The yield is 0.177.